The task is: Predict which catalyst facilitates the given reaction.. This data is from Catalyst prediction with 721,799 reactions and 888 catalyst types from USPTO. (1) Reactant: Cl[C:2]1[CH:11]=[CH:10][C:9]2[N:8]=[CH:7][C:6]3[CH2:12][N:13]([CH3:30])[C:14](=[O:29])[N:15]([CH:16]4[CH2:21][CH2:20][N:19]([C:22]([O:24][C:25]([CH3:28])([CH3:27])[CH3:26])=[O:23])[CH2:18][CH2:17]4)[C:5]=3[C:4]=2[N:3]=1.[CH3:31][O:32][C:33]1[N:38]=[CH:37][C:36](B(O)O)=[CH:35][CH:34]=1.C(=O)([O-])[O-].[Na+].[Na+]. Product: [CH3:31][O:32][C:33]1[N:38]=[CH:37][C:36]([C:2]2[CH:11]=[CH:10][C:9]3[N:8]=[CH:7][C:6]4[CH2:12][N:13]([CH3:30])[C:14](=[O:29])[N:15]([CH:16]5[CH2:21][CH2:20][N:19]([C:22]([O:24][C:25]([CH3:28])([CH3:27])[CH3:26])=[O:23])[CH2:18][CH2:17]5)[C:5]=4[C:4]=3[N:3]=2)=[CH:35][CH:34]=1. The catalyst class is: 335. (2) Reactant: CCCC[N+](CCCC)(CCCC)CCCC.[F-].[Si]([O:26][C:27]1[CH:32]=[CH:31][C:30]([C:33]2[C:38]3=[N:39][S:40](=[O:44])(=[O:43])[CH2:41][CH2:42][N:37]3[CH:36]=[CH:35][CH:34]=2)=[CH:29][CH:28]=1)(C(C)(C)C)(C)C.[NH4+].[Cl-]. Product: [O:44]=[S:40]1(=[O:43])[CH2:41][CH2:42][N:37]2[CH:36]=[CH:35][CH:34]=[C:33]([C:30]3[CH:31]=[CH:32][C:27]([OH:26])=[CH:28][CH:29]=3)[C:38]2=[N:39]1. The catalyst class is: 1. (3) Reactant: [CH3:1][C:2]1[CH:6]=[C:5]([NH2:7])[NH:4][N:3]=1.C([O-])([O-])=O.[Cs+].[Cs+].C([O:16]/[CH:17]=[CH:18]/[C:19](OCC)=O)C.C(O)(=O)C. Product: [CH3:1][C:2]1[CH:6]=[C:5]2[N:7]=[C:17]([OH:16])[CH:18]=[CH:19][N:4]2[N:3]=1. The catalyst class is: 3. (4) Reactant: [C:1]([O:5][C:6]([N:8]1[CH2:13][CH2:12][CH:11]([C:14]2[O:15][C:16]([C:19]3[C:20]([NH2:26])=[N:21][CH:22]=[C:23](Br)[CH:24]=3)=[N:17][N:18]=2)[CH2:10][CH2:9]1)=[O:7])([CH3:4])([CH3:3])[CH3:2].C([O-])([O-])=O.[K+].[K+].[CH3:33][N:34]1[C:42]2[C:37](=[CH:38][C:39](B(O)O)=[CH:40][CH:41]=2)[CH:36]=[CH:35]1. Product: [C:1]([O:5][C:6]([N:8]1[CH2:13][CH2:12][CH:11]([C:14]2[O:15][C:16]([C:19]3[C:20]([NH2:26])=[N:21][CH:22]=[C:23]([C:39]4[CH:38]=[C:37]5[C:42](=[CH:41][CH:40]=4)[N:34]([CH3:33])[CH:35]=[CH:36]5)[CH:24]=3)=[N:17][N:18]=2)[CH2:10][CH2:9]1)=[O:7])([CH3:4])([CH3:3])[CH3:2]. The catalyst class is: 70. (5) Reactant: [C:1]([N:5]1[C:9]2=[N:10][CH:11]=[N:12][C:13]([NH2:14])=[C:8]2[C:7]([C:15]2[CH:20]=[CH:19][C:18]([Cl:21])=[CH:17][CH:16]=2)=[N:6]1)([CH3:4])([CH3:3])[CH3:2].[H-].[Na+].[CH3:24][S:25](Cl)(=[O:27])=[O:26]. Product: [C:1]([N:5]1[C:9]2=[N:10][CH:11]=[N:12][C:13]([NH:14][S:25]([CH3:24])(=[O:27])=[O:26])=[C:8]2[C:7]([C:15]2[CH:16]=[CH:17][C:18]([Cl:21])=[CH:19][CH:20]=2)=[N:6]1)([CH3:4])([CH3:2])[CH3:3]. The catalyst class is: 9.